Task: Predict which catalyst facilitates the given reaction.. Dataset: Catalyst prediction with 721,799 reactions and 888 catalyst types from USPTO (1) Reactant: [F:1][C:2]1[CH:3]=[CH:4][C:5]([O:20][CH3:21])=[C:6]([C:8]([CH3:19])([CH3:18])[CH2:9][C:10](N2CCOCC2)=[O:11])[CH:7]=1.[CH3:22][Li]. Product: [F:1][C:2]1[CH:3]=[CH:4][C:5]([O:20][CH3:21])=[C:6]([C:8]([CH3:18])([CH3:19])[CH2:9][C:10](=[O:11])[CH3:22])[CH:7]=1. The catalyst class is: 1. (2) Reactant: O[C:2]1[CH:11]=[CH:10][C:9]([CH3:12])=[CH:8][C:3]=1[C:4]([NH:6][OH:7])=[O:5].C(C1NC=CN=1)(C1NC=CN=1)=O. Product: [CH3:12][C:9]1[CH:10]=[CH:11][C:2]2[O:7][N:6]=[C:4]([OH:5])[C:3]=2[CH:8]=1. The catalyst class is: 1. (3) Product: [CH2:1]([O:3][C:4]([C:6]1([C:12]2[CH:13]=[CH:14][CH:15]=[CH:16][CH:17]=2)[CH2:7][CH2:8][N:9]([CH2:20][CH2:21][CH2:22][NH2:23])[CH2:10][CH2:11]1)=[O:5])[CH3:2]. The catalyst class is: 12. Reactant: [CH2:1]([O:3][C:4]([C:6]1([C:12]2[CH:17]=[CH:16][CH:15]=[CH:14][CH:13]=2)[CH2:11][CH2:10][NH:9][CH2:8][CH2:7]1)=[O:5])[CH3:2].Br.Br[CH2:20][CH2:21][CH2:22][NH2:23].C(=O)([O-])[O-].[K+].[K+]. (4) Reactant: [ClH:1].[N:2]1[CH:7]=[C:6]([C:8]2[CH:9]=[CH:10][CH:11]=[C:12]3[C:17]=2[C:16](=[O:18])[N:15]([CH:19]2[CH2:21][CH:20]2[C:22]2[CH:31]=[CH:30][C:29]4[C:24](=[CH:25][CH:26]=[CH:27][CH:28]=4)[N:23]=2)[CH:14]=[CH:13]3)[CH:5]=[N:4][CH:3]=1.C(=O)([O-])O.[Na+]. Product: [Cl:1][C:13]1[C:12]2[C:17](=[C:8]([C:6]3[CH:5]=[N:4][CH:3]=[N:2][CH:7]=3)[CH:9]=[CH:10][CH:11]=2)[C:16](=[O:18])[N:15]([CH:19]2[CH2:21][CH:20]2[C:22]2[CH:31]=[CH:30][C:29]3[C:24](=[CH:25][CH:26]=[CH:27][CH:28]=3)[N:23]=2)[CH:14]=1. The catalyst class is: 2. (5) Reactant: [C:1]1([C:7](=[CH2:21])[C:8]([C:10]2[CH:20]=[CH:19][C:13]3[O:14][CH2:15][C:16](=[O:18])[NH:17][C:12]=3[CH:11]=2)=O)[CH:6]=[CH:5][CH:4]=[CH:3][CH:2]=1.Cl.[Cl:23][C:24]1[CH:29]=[CH:28][C:27]([NH:30][NH2:31])=[CH:26][CH:25]=1.C(N(CC)CC)C. Product: [Cl:23][C:24]1[CH:29]=[CH:28][C:27]([N:30]2[CH2:21][CH:7]([C:1]3[CH:6]=[CH:5][CH:4]=[CH:3][CH:2]=3)[C:8]([C:10]3[CH:20]=[CH:19][C:13]4[O:14][CH2:15][C:16](=[O:18])[NH:17][C:12]=4[CH:11]=3)=[N:31]2)=[CH:26][CH:25]=1. The catalyst class is: 1. (6) Reactant: [O:1]=[C:2]1[N:10](COCC[Si](C)(C)C)[C:5]2=[N:6][CH:7]=[CH:8][CH:9]=[C:4]2[C:3]21[CH2:26][C:25]1[C:20](=[CH:21][CH:22]=[C:23]([C:27]([O:29][CH3:30])=[O:28])[CH:24]=1)[CH2:19]2.C(C(O)=O)(F)(F)F.C(N)CN. Product: [O:1]=[C:2]1[NH:10][C:5]2=[N:6][CH:7]=[CH:8][CH:9]=[C:4]2[C:3]21[CH2:26][C:25]1[C:20](=[CH:21][CH:22]=[C:23]([C:27]([O:29][CH3:30])=[O:28])[CH:24]=1)[CH2:19]2. The catalyst class is: 326. (7) Reactant: [F:1][C:2]([F:22])([C:15]1[CH:20]=[CH:19][C:18]([F:21])=[CH:17][CH:16]=1)[C:3]([NH:5][C:6]1[C:10]([C:11]([NH2:13])=[O:12])=[CH:9][N:8]([CH3:14])[N:7]=1)=O. Product: [F:1][C:2]([F:22])([C:15]1[CH:20]=[CH:19][C:18]([F:21])=[CH:17][CH:16]=1)[C:3]1[N:13]=[C:11]([OH:12])[C:10]2[C:6](=[N:7][N:8]([CH3:14])[CH:9]=2)[N:5]=1. The catalyst class is: 52. (8) Reactant: [Cl:1][C:2]1[C:3](=O)[O:4][C:5](=[O:8])[C:6]=1Cl.[CH2:10]([NH2:17])[C:11]1[CH:16]=[CH:15][CH:14]=[CH:13][CH:12]=1. Product: [CH2:10]([N:17]1[C:3](=[O:4])[C:2]([Cl:1])=[C:6]([NH:17][CH2:10][C:11]2[CH:16]=[CH:15][CH:14]=[CH:13][CH:12]=2)[C:5]1=[O:8])[C:11]1[CH:16]=[CH:15][CH:14]=[CH:13][CH:12]=1. The catalyst class is: 15. (9) Reactant: C1(C)C=CC(S(O[C@@H:11]([CH2:13]/[CH:14]=[CH:15]/[C:16]2[CH:17]=[N:18][CH:19]=[C:20]([O:22][CH:23]([CH3:25])[CH3:24])[CH:21]=2)[CH3:12])(=O)=O)=CC=1.[CH3:27][NH2:28]. Product: [CH3:27][NH:28][C@H:11]([CH2:13]/[CH:14]=[CH:15]/[C:16]1[CH:17]=[N:18][CH:19]=[C:20]([O:22][CH:23]([CH3:25])[CH3:24])[CH:21]=1)[CH3:12]. The catalyst class is: 8.